Dataset: Full USPTO retrosynthesis dataset with 1.9M reactions from patents (1976-2016). Task: Predict the reactants needed to synthesize the given product. (1) Given the product [O:4]1[C:12]2[CH:11]=[CH:10][N:9]=[C:8]([N:13]3[CH2:18][CH2:17][N:16]([CH2:19][CH2:20][C@H:21]4[CH2:26][CH2:25][C@H:24]([NH:27][C:33](=[O:34])[CH2:32][S:29]([CH3:28])(=[O:31])=[O:30])[CH2:23][CH2:22]4)[CH2:15][CH2:14]3)[C:7]=2[CH2:6][CH2:5]1, predict the reactants needed to synthesize it. The reactants are: Cl.Cl.Cl.[O:4]1[C:12]2[CH:11]=[CH:10][N:9]=[C:8]([N:13]3[CH2:18][CH2:17][N:16]([CH2:19][CH2:20][C@H:21]4[CH2:26][CH2:25][C@H:24]([NH2:27])[CH2:23][CH2:22]4)[CH2:15][CH2:14]3)[C:7]=2[CH2:6][CH2:5]1.[CH3:28][S:29]([CH2:32][C:33](O)=[O:34])(=[O:31])=[O:30]. (2) Given the product [CH:8](/[C:5]1[N:6]=[CH:7][C:2]([C:19]2[CH2:24][CH2:23][N:22]([C:25]([O:27][C:28]([CH3:31])([CH3:30])[CH3:29])=[O:26])[CH2:21][CH:20]=2)=[CH:3][CH:4]=1)=[CH:9]\[CH3:10], predict the reactants needed to synthesize it. The reactants are: Br[C:2]1[CH:3]=[CH:4][C:5](/[CH:8]=[CH:9]/[CH3:10])=[N:6][CH:7]=1.CC1(C)C(C)(C)OB([C:19]2[CH2:24][CH2:23][N:22]([C:25]([O:27][C:28]([CH3:31])([CH3:30])[CH3:29])=[O:26])[CH2:21][CH:20]=2)O1.C([O-])(O)=O.[Na+].O. (3) Given the product [ClH:1].[NH2:6][CH2:5][CH2:4][C:3]1[CH:14]=[CH:15][C:16]([C:18]2[C:19]3[C:20]4[CH:34]=[CH:33][S:32][C:21]=4[C:22](=[O:31])[NH:23][C:24]=3[C:25]([CH3:30])=[CH:26][C:27]=2[OH:28])=[CH:17][C:2]=1[Cl:1], predict the reactants needed to synthesize it. The reactants are: [Cl:1][C:2]1[CH:17]=[C:16]([C:18]2[C:19]3[C:20]4[CH:34]=[CH:33][S:32][C:21]=4[C:22](=[O:31])[NH:23][C:24]=3[C:25]([CH3:30])=[CH:26][C:27]=2[O:28]C)[CH:15]=[CH:14][C:3]=1[CH2:4][CH2:5][NH:6]C(=O)OC(C)(C)C.BrB(Br)Br. (4) Given the product [CH3:24][O:25][C:26](=[O:38])[C:27]1[CH:32]=[C:31]([C:33]([F:36])([F:35])[F:34])[CH:30]=[C:29]([N:37]2[C:11]([CH3:12])=[CH:10][CH:9]=[C:8]2[C:6]2[CH:7]=[C:2]([Br:1])[CH:3]=[CH:4][C:5]=2[O:15][CH2:16][C:17]2[CH:22]=[CH:21][C:20]([F:23])=[CH:19][CH:18]=2)[CH:28]=1, predict the reactants needed to synthesize it. The reactants are: [Br:1][C:2]1[CH:3]=[CH:4][C:5]([O:15][CH2:16][C:17]2[CH:22]=[CH:21][C:20]([F:23])=[CH:19][CH:18]=2)=[C:6]([C:8](=O)[CH2:9][CH2:10][C:11](=O)[CH3:12])[CH:7]=1.[CH3:24][O:25][C:26](=[O:38])[C:27]1[CH:32]=[C:31]([C:33]([F:36])([F:35])[F:34])[CH:30]=[C:29]([NH2:37])[CH:28]=1.CC1C=CC(S(O)(=O)=O)=CC=1. (5) Given the product [Cl:16][CH2:13][C:8]1[CH:7]=[CH:6][C:5]2[C:10](=[CH:11][CH:12]=[C:3]([O:2][CH3:1])[CH:4]=2)[CH:9]=1, predict the reactants needed to synthesize it. The reactants are: [CH3:1][O:2][C:3]1[CH:4]=[C:5]2[C:10](=[CH:11][CH:12]=1)[CH:9]=[C:8]([CH2:13]O)[CH:7]=[CH:6]2.P(Cl)(Cl)(Cl)(Cl)[Cl:16]. (6) Given the product [Cl:8][C:6]1[N:5]=[CH:4][N:3]=[C:2]([CH:15]([C:16]#[N:17])[C:14]([O:13][C:9]([CH3:12])([CH3:11])[CH3:10])=[O:18])[CH:7]=1, predict the reactants needed to synthesize it. The reactants are: Cl[C:2]1[CH:7]=[C:6]([Cl:8])[N:5]=[CH:4][N:3]=1.[C:9]([O:13][C:14](=[O:18])[CH2:15][C:16]#[N:17])([CH3:12])([CH3:11])[CH3:10].[H-].[Na+]. (7) Given the product [CH3:12][O:13][CH:14]1[CH2:19][CH2:18][N:17]([C:2]2[CH:11]=[CH:10][CH:9]=[C:8]3[C:3]=2[CH:4]=[CH:5][N:6]=[CH:7]3)[CH2:16][CH2:15]1, predict the reactants needed to synthesize it. The reactants are: Br[C:2]1[CH:11]=[CH:10][CH:9]=[C:8]2[C:3]=1[CH:4]=[CH:5][N:6]=[CH:7]2.[CH3:12][O:13][CH:14]1[CH2:19][CH2:18][NH:17][CH2:16][CH2:15]1.C(O[Na])(C)(C)C.